Dataset: Catalyst prediction with 721,799 reactions and 888 catalyst types from USPTO. Task: Predict which catalyst facilitates the given reaction. (1) Reactant: Cl[C:2]1[C:11]([Cl:12])=[N:10][C:9]2[C:4](=[CH:5][CH:6]=[CH:7][CH:8]=2)[N:3]=1.[N:13]1[CH:18]=[CH:17][CH:16]=[C:15]([NH2:19])[CH:14]=1.O. Product: [Cl:12][C:11]1[C:2]([NH:19][C:15]2[CH:14]=[N:13][CH:18]=[CH:17][CH:16]=2)=[N:3][C:4]2[C:9]([N:10]=1)=[CH:8][CH:7]=[CH:6][CH:5]=2. The catalyst class is: 8. (2) Reactant: [CH2:1]([N:8]1[CH2:13][CH2:12][C:11]([C:16]2[CH:21]=[CH:20][CH:19]=[CH:18][CH:17]=2)([C:14]#[N:15])[CH2:10][CH2:9]1)[C:2]1[CH:7]=[CH:6][CH:5]=[CH:4][CH:3]=1.[H-].[Al+3].[Li+].[H-].[H-].[H-]. Product: [CH2:1]([N:8]1[CH2:9][CH2:10][C:11]([CH2:14][NH2:15])([C:16]2[CH:21]=[CH:20][CH:19]=[CH:18][CH:17]=2)[CH2:12][CH2:13]1)[C:2]1[CH:3]=[CH:4][CH:5]=[CH:6][CH:7]=1. The catalyst class is: 1. (3) Reactant: C(=O)([O-])[O-].[Cs+].[Cs+].Cl[CH2:8][C:9]1[S:37][C:12]2[N:13]([CH2:29][CH:30]3[CH2:34][O:33][C:32]([CH3:36])([CH3:35])[O:31]3)[CH:14]=[C:15]([C:18]([NH:20][CH2:21][C:22]3[CH:27]=[CH:26][C:25]([Cl:28])=[CH:24][CH:23]=3)=[O:19])[C:16](=[O:17])[C:11]=2[CH:10]=1.[CH3:38][NH:39][CH2:40][C@H:41]([C:43]1[CH:48]=[CH:47][CH:46]=[CH:45][N:44]=1)[OH:42]. Product: [Cl:28][C:25]1[CH:24]=[CH:23][C:22]([CH2:21][NH:20][C:18]([C:15]2[C:16](=[O:17])[C:11]3[CH:10]=[C:9]([CH2:8][N:39]([CH2:40][C@@H:41]([OH:42])[C:43]4[CH:48]=[CH:47][CH:46]=[CH:45][N:44]=4)[CH3:38])[S:37][C:12]=3[N:13]([CH2:29][CH:30]3[CH2:34][O:33][C:32]([CH3:35])([CH3:36])[O:31]3)[CH:14]=2)=[O:19])=[CH:27][CH:26]=1. The catalyst class is: 3.